The task is: Predict the reaction yield, written as a fraction of the theoretical maximum amount of product (1.0 means a 100% yield; for example, 0.34 means a 34% yield).. This data is from Reaction yield outcomes from USPTO patents with 853,638 reactions. (1) The reactants are Br[C:2]1[C:13](=[O:14])[N:12]([CH2:15][CH3:16])[C:5]2[N:6]=[C:7]([S:10][CH3:11])[N:8]=[CH:9][C:4]=2[CH:3]=1.[C:17]1(B(O)O)[CH:22]=[CH:21][CH:20]=[CH:19][CH:18]=1.[O-]P([O-])([O-])=O.[K+].[K+].[K+]. The catalyst is C1C=CC([P]([Pd]([P](C2C=CC=CC=2)(C2C=CC=CC=2)C2C=CC=CC=2)([P](C2C=CC=CC=2)(C2C=CC=CC=2)C2C=CC=CC=2)[P](C2C=CC=CC=2)(C2C=CC=CC=2)C2C=CC=CC=2)(C2C=CC=CC=2)C2C=CC=CC=2)=CC=1. The product is [CH2:15]([N:12]1[C:5]2[N:6]=[C:7]([S:10][CH3:11])[N:8]=[CH:9][C:4]=2[CH:3]=[C:2]([C:17]2[CH:22]=[CH:21][CH:20]=[CH:19][CH:18]=2)[C:13]1=[O:14])[CH3:16]. The yield is 0.810. (2) The reactants are [F:1][C:2]1[CH:3]=[C:4]([CH2:9][OH:10])[CH:5]=[C:6]([F:8])[CH:7]=1.[H-].[Na+].[CH3:13]I. The catalyst is C1COCC1. The product is [F:1][C:2]1[CH:3]=[C:4]([CH2:9][O:10][CH3:13])[CH:5]=[C:6]([F:8])[CH:7]=1. The yield is 0.970. (3) The reactants are C([O:3][C:4](=[O:10])[CH:5](Cl)[C:6]([CH3:8])=O)C.[CH:11]([NH2:13])=[O:12].[OH-].[Na+]. The catalyst is CCOC(C)=O. The product is [CH3:8][C:6]1[N:13]=[CH:11][O:12][C:5]=1[C:4]([OH:3])=[O:10]. The yield is 0.645. (4) The reactants are [CH3:1][O:2][C:3]([C:5]1[CH:6]=[C:7]([C:12]2[CH:17]=[CH:16][C:15]([CH3:18])=[CH:14][CH:13]=2)[CH:8]=[C:9]([NH2:11])[CH:10]=1)=[O:4].N1C=CC=CC=1.[C:25](OC(=O)C)(=[O:27])[CH3:26]. The catalyst is C(Cl)Cl.C(OCC)(=O)C. The product is [CH3:1][O:2][C:3]([C:5]1[CH:6]=[C:7]([C:12]2[CH:17]=[CH:16][C:15]([CH3:18])=[CH:14][CH:13]=2)[CH:8]=[C:9]([NH:11][C:25](=[O:27])[CH3:26])[CH:10]=1)=[O:4]. The yield is 1.00. (5) The reactants are [CH:1]1[C:6]([CH2:7][C:8]2[CH:13]=[CH:12][C:11]([NH2:14])=[CH:10][CH:9]=2)=[CH:5][CH:4]=[C:3]([NH2:15])[CH:2]=1.[C:16]1(=O)[CH2:21][CH2:20][CH2:19][CH2:18][CH2:17]1.[BH4-].[Na+].[OH-].[K+]. The catalyst is CO.C1(C)C=CC=CC=1. The product is [CH:16]1([NH:15][C:3]2[CH:2]=[CH:1][C:6]([CH2:7][C:8]3[CH:13]=[CH:12][C:11]([NH:14][CH:1]4[CH2:6][CH2:5][CH2:4][CH2:3][CH2:2]4)=[CH:10][CH:9]=3)=[CH:5][CH:4]=2)[CH2:21][CH2:20][CH2:19][CH2:18][CH2:17]1. The yield is 0.510. (6) The reactants are Cl[C:2]1[C:3]([CH3:22])=[CH:4][C:5]2[N:6]([C:8]([C:11]3[CH:16]=[CH:15][CH:14]=[C:13]([O:17][C:18]([F:21])([F:20])[F:19])[CH:12]=3)=[CH:9][N:10]=2)[N:7]=1.[CH3:23][N:24]1[CH2:29][CH2:28][CH:27]([CH2:30][OH:31])[CH2:26][CH2:25]1.CC([O-])(C)C.[Na+]. The catalyst is C1C=CC(/C=C/C(/C=C/C2C=CC=CC=2)=O)=CC=1.C1C=CC(/C=C/C(/C=C/C2C=CC=CC=2)=O)=CC=1.C1C=CC(/C=C/C(/C=C/C2C=CC=CC=2)=O)=CC=1.[Pd].[Pd].C1(C)C=CC=CC=1. The product is [CH3:22][C:3]1[C:2]([O:31][CH2:30][CH:27]2[CH2:28][CH2:29][N:24]([CH3:23])[CH2:25][CH2:26]2)=[N:7][N:6]2[C:8]([C:11]3[CH:16]=[CH:15][CH:14]=[C:13]([O:17][C:18]([F:21])([F:20])[F:19])[CH:12]=3)=[CH:9][N:10]=[C:5]2[CH:4]=1. The yield is 0.112. (7) The reactants are B([CH:2]1[CH2:7][CH2:6][CH2:5][CH2:4][CH2:3]1)[CH:2]1[CH2:7][CH2:6][CH2:5][CH2:4][CH2:3]1.C#CCCCC.[Zn](CC)CC.[F:25][C:26]([F:36])([F:35])[C:27]1[CH:34]=[CH:33][C:30]([CH:31]=[O:32])=[CH:29][CH:28]=1.CC([O:40]C([C@H](O)[C@@H](O)C(OC(C)C)=O)=O)C. The catalyst is CC(O[Ti](OC(C)C)(OC(C)C)OC(C)C)C. The product is [CH2:2]([CH:7]1[O:40][CH:6]1[CH:31]([C:30]1[CH:33]=[CH:34][C:27]([C:26]([F:35])([F:36])[F:25])=[CH:28][CH:29]=1)[OH:32])[CH2:3][CH2:4][CH3:5]. The yield is 0.760. (8) The reactants are [Cl:1][C:2]1[C:3](Cl)=[C:4]2[N:10]=[C:9]([C:11]3[CH:16]=[CH:15][C:14]([O:17][CH2:18][CH2:19][N:20]4[CH2:25][CH2:24][O:23][CH2:22][CH2:21]4)=[CH:13][CH:12]=3)[NH:8][C:5]2=[N:6][CH:7]=1.[CH:27]1([NH2:32])[CH2:31][CH2:30][CH2:29][CH2:28]1. No catalyst specified. The product is [Cl:1][C:2]1[C:3]([NH:32][CH:27]2[CH2:31][CH2:30][CH2:29][CH2:28]2)=[C:4]2[NH:10][C:9]([C:11]3[CH:12]=[CH:13][C:14]([O:17][CH2:18][CH2:19][N:20]4[CH2:21][CH2:22][O:23][CH2:24][CH2:25]4)=[CH:15][CH:16]=3)=[N:8][C:5]2=[N:6][CH:7]=1. The yield is 0.470. (9) The reactants are [CH2:1]([C:8]1[C:16](=O)[N:15]2[C:11]([NH:12][C:13]3[CH:21]=[CH:20][CH:19]=[CH:18][C:14]=32)=[C:10]([C:22]#[N:23])[C:9]=1[CH3:24])[C:2]1[CH:7]=[CH:6][CH:5]=[CH:4][CH:3]=1.P(Cl)(Cl)([Cl:27])=O. No catalyst specified. The product is [CH2:1]([C:8]1[C:9]([CH3:24])=[C:10]([C:22]#[N:23])[C:11]2[N:15]([C:16]=1[Cl:27])[C:14]1[CH:18]=[CH:19][CH:20]=[CH:21][C:13]=1[N:12]=2)[C:2]1[CH:7]=[CH:6][CH:5]=[CH:4][CH:3]=1. The yield is 0.550. (10) The reactants are Cl[CH2:2][CH2:3][CH2:4][Si:5]([CH:10]=[CH2:11])([CH:8]=[CH2:9])[CH:6]=[CH2:7].[C:12]([O-:15])(=[O:14])[CH3:13].[Na+]. The catalyst is CN(C)C=O. The product is [C:12]([O:15][CH2:2][CH2:3][CH2:4][Si:5]([CH:10]=[CH2:11])([CH:8]=[CH2:9])[CH:6]=[CH2:7])(=[O:14])[CH3:13]. The yield is 0.760.